Dataset: Reaction yield outcomes from USPTO patents with 853,638 reactions. Task: Predict the reaction yield, written as a fraction of the theoretical maximum amount of product (1.0 means a 100% yield; for example, 0.34 means a 34% yield). (1) The product is [C:3]([C:7]1[CH:12]=[CH:11][C:10]([NH2:13])=[CH:9][C:8]=1[F:16])([CH3:6])([CH3:4])[CH3:5]. The yield is 0.740. The catalyst is CO. The reactants are [BH4-].[Na+].[C:3]([C:7]1[CH:12]=[CH:11][C:10]([N+:13]([O-])=O)=[CH:9][C:8]=1[F:16])([CH3:6])([CH3:5])[CH3:4].O. (2) The reactants are [CH3:1][S:2][C:3]1[S:4][C:5]2[C:10](=[O:11])[N:9]=[CH:8][NH:7][C:6]=2[N:12]=1.[Li+].C[Si]([N-][Si](C)(C)C)(C)C.Br[CH2:24][C:25]1[CH:30]=[CH:29][CH:28]=[C:27]([Cl:31])[C:26]=1[Cl:32]. The catalyst is C1COCC1. The product is [Cl:32][C:26]1[C:27]([Cl:31])=[CH:28][CH:29]=[CH:30][C:25]=1[CH2:24][N:7]1[C:6]2[N:12]=[C:3]([S:2][CH3:1])[S:4][C:5]=2[C:10](=[O:11])[N:9]=[CH:8]1. The yield is 0.130. (3) The reactants are OCC[C:4]1[N:8]([CH2:9][C:10]2[CH:27]=[CH:26][C:13]3/[C:14](=[CH:23]/[C:24]#[N:25])/[C:15]4[CH:22]=[CH:21][CH:20]=[CH:19][C:16]=4[CH2:17][CH2:18][C:12]=3[CH:11]=2)[C:7]2[CH:28]=[C:29]([C:33]3[CH:38]=[CH:37][CH:36]=[CH:35][CH:34]=3)[CH:30]=[C:31]([CH3:32])[C:6]=2[N:5]=1.CC(OI1(OC(C)=O)(OC(C)=O)OC(=O)C2C1=CC=CC=2)=O.C(Cl)(Cl)Cl.C(=O)([O-])O.[Na+]. The catalyst is C(#N)C. The product is [CH3:32][C:31]1[C:6]2[N:5]=[CH:4][N:8]([CH2:9][C:10]3[CH:27]=[CH:26][C:13]4/[C:14](=[CH:23]/[C:24]#[N:25])/[C:15]5[CH:22]=[CH:21][CH:20]=[CH:19][C:16]=5[CH2:17][CH2:18][C:12]=4[CH:11]=3)[C:7]=2[CH:28]=[C:29]([C:33]2[CH:34]=[CH:35][CH:36]=[CH:37][CH:38]=2)[CH:30]=1. The yield is 0.150. (4) The yield is 0.970. The catalyst is C1COCC1. The product is [CH3:1][O:2][C:3]1[C:12]([O:13][CH3:14])=[C:11]2[C:6]([C:7]([N:15]([CH3:23])[C@@H:16]3[CH2:20][CH2:19][O:18][CH2:17]3)=[N:8][CH:9]=[N:10]2)=[CH:5][CH:4]=1. The reactants are [CH3:1][O:2][C:3]1[C:12]([O:13][CH3:14])=[C:11]2[C:6]([C:7]([NH:15][C@@H:16]3[CH2:20][CH2:19][O:18][CH2:17]3)=[N:8][CH:9]=[N:10]2)=[CH:5][CH:4]=1.[H-].[Na+].[CH3:23]I. (5) The yield is 0.390. The reactants are [F:1][C:2]1[CH:3]=[C:4]([CH:7]=[CH:8][C:9]=1F)[C:5]#[N:6].[OH:11][CH:12]1[CH2:17][CH2:16][N:15]([C:18]([O:20][C:21]([CH3:24])([CH3:23])[CH3:22])=[O:19])[CH2:14][CH2:13]1.[H-].[Na+]. The product is [C:5]([C:4]1[CH:7]=[CH:8][C:9]([O:11][CH:12]2[CH2:13][CH2:14][N:15]([C:18]([O:20][C:21]([CH3:24])([CH3:23])[CH3:22])=[O:19])[CH2:16][CH2:17]2)=[C:2]([F:1])[CH:3]=1)#[N:6]. The catalyst is C1COCC1. (6) The reactants are C1(C)C=CC(S(O[CH2:11][CH2:12][CH:13]2[CH2:18][CH2:17][N:16]([C:19]([O:21][C:22]([CH3:25])([CH3:24])[CH3:23])=[O:20])[CH2:15][CH2:14]2)(=O)=O)=CC=1.C(OCC)(=O)[CH2:28][C:29]([O:31][CH2:32][CH3:33])=[O:30].[O-]CC.[Na+].[Cl-].[NH4+].[Cl-].[Li+].O. The catalyst is C(O)C. The product is [CH2:32]([O:31][C:29]([CH2:28][CH2:11][CH2:12][CH:13]1[CH2:14][CH2:15][N:16]([C:19]([O:21][C:22]([CH3:23])([CH3:24])[CH3:25])=[O:20])[CH2:17][CH2:18]1)=[O:30])[CH3:33]. The yield is 0.430. (7) The reactants are [CH3:1][O:2][C:3]12[CH2:10][CH2:9][C:6]([CH2:11][OH:12])([CH2:7][CH2:8]1)[CH2:5][CH2:4]2.CC(OI1(OC(C)=O)(OC(C)=O)OC(=O)C2C=CC=CC1=2)=O. The catalyst is C(Cl)Cl. The product is [CH3:1][O:2][C:3]12[CH2:10][CH2:9][C:6]([CH:11]=[O:12])([CH2:7][CH2:8]1)[CH2:5][CH2:4]2. The yield is 0.280.